From a dataset of Forward reaction prediction with 1.9M reactions from USPTO patents (1976-2016). Predict the product of the given reaction. (1) Given the reactants C(OC(=O)[NH:7][CH:8]1[CH2:11][N:10]([S:12]([C:15]2[CH:36]=[CH:35][C:18]3[N:19]([CH2:26][CH:27]4[CH2:32][CH2:31][C:30]([F:34])([F:33])[CH2:29][CH2:28]4)[C:20]([C:22]([CH3:25])([CH3:24])[CH3:23])=[N:21][C:17]=3[CH:16]=2)(=[O:14])=[O:13])[CH2:9]1)(C)(C)C.C(O)(C(F)(F)F)=O, predict the reaction product. The product is: [C:22]([C:20]1[N:19]([CH2:26][CH:27]2[CH2:32][CH2:31][C:30]([F:33])([F:34])[CH2:29][CH2:28]2)[C:18]2[CH:35]=[CH:36][C:15]([S:12]([N:10]3[CH2:9][CH:8]([NH2:7])[CH2:11]3)(=[O:14])=[O:13])=[CH:16][C:17]=2[N:21]=1)([CH3:25])([CH3:23])[CH3:24]. (2) Given the reactants [CH2:1]([O:3][C:4](=[O:13])[CH:5]=[C:6]1[CH2:10][C@H:9]([CH3:11])[C@H:8]([CH3:12])[CH2:7]1)[CH3:2].[N+:14]([CH3:17])([O-:16])=[O:15].[F-].C([N+](CCCC)(CCCC)CCCC)CCC, predict the reaction product. The product is: [CH2:1]([O:3][C:4](=[O:13])[CH2:5][C:6]1([CH2:17][N+:14]([O-:16])=[O:15])[CH2:7][C@@H:8]([CH3:12])[C@H:9]([CH3:11])[CH2:10]1)[CH3:2]. (3) Given the reactants [C:1]([O:5][C:6]([NH:8][CH2:9][C:10]1[CH:15]=[CH:14][C:13]([NH:16]/[C:17](=[C:36]2\[C:37](=[O:51])[N:38](C(=O)C)[C:39]3[C:44]\2=[CH:43][C:42]([N+:45]([O-:47])=[O:46])=[CH:41][CH:40]=3)/[C:18]2[CH:23]=[CH:22][C:21]([CH2:24][N:25]3C(=O)C4=CC=CC=C4C3=O)=[CH:20][CH:19]=2)=[CH:12][CH:11]=1)=[O:7])([CH3:4])([CH3:3])[CH3:2].O.NN, predict the reaction product. The product is: [C:1]([O:5][C:6]([NH:8][CH2:9][C:10]1[CH:15]=[CH:14][C:13]([NH:16]/[C:17](=[C:36]2\[C:37](=[O:51])[NH:38][C:39]3[C:44]\2=[CH:43][C:42]([N+:45]([O-:47])=[O:46])=[CH:41][CH:40]=3)/[C:18]2[CH:23]=[CH:22][C:21]([CH2:24][NH2:25])=[CH:20][CH:19]=2)=[CH:12][CH:11]=1)=[O:7])([CH3:4])([CH3:2])[CH3:3]. (4) Given the reactants [C:1]([C:4]1[CH:9]=[CH:8][C:7](B(O)O)=[CH:6][CH:5]=1)(=[O:3])[CH3:2].I[C:14]1[S:18][C:17]([C:19]([O:21][CH3:22])=[O:20])=[C:16]([N:23]([C:27]([C@H:29]2[CH2:34][CH2:33][C@H:32]([CH3:35])[CH2:31][CH2:30]2)=[O:28])[CH:24]([CH3:26])[CH3:25])[CH:15]=1.C(=O)([O-])[O-].[Na+].[Na+], predict the reaction product. The product is: [C:1]([C:4]1[CH:9]=[CH:8][C:7]([C:14]2[S:18][C:17]([C:19]([O:21][CH3:22])=[O:20])=[C:16]([N:23]([C:27]([C@H:29]3[CH2:34][CH2:33][C@H:32]([CH3:35])[CH2:31][CH2:30]3)=[O:28])[CH:24]([CH3:26])[CH3:25])[CH:15]=2)=[CH:6][CH:5]=1)(=[O:3])[CH3:2]. (5) Given the reactants BrC1C=CC=C2C=1C(O)(C1C(O)=CC3OCOC=3C=1)C(=O)N2CCCCC.[CH2:28]([O:35][CH2:36][CH2:37][CH2:38][N:39]1[C:47]2[C:42](=[CH:43][CH:44]=[CH:45][CH:46]=2)[C:41](O)([C:48]2[C:56]([OH:57])=[CH:55][C:51]3[O:52][CH2:53][O:54][C:50]=3[CH:49]=2)[C:40]1=[O:59])[C:29]1[CH:34]=[CH:33][CH:32]=[CH:31][CH:30]=1, predict the reaction product. The product is: [CH2:28]([O:35][CH2:36][CH2:37][CH2:38][N:39]1[C:47]2[C:42](=[CH:43][CH:44]=[CH:45][CH:46]=2)[CH:41]([C:48]2[C:56]([OH:57])=[CH:55][C:51]3[O:52][CH2:53][O:54][C:50]=3[CH:49]=2)[C:40]1=[O:59])[C:29]1[CH:30]=[CH:31][CH:32]=[CH:33][CH:34]=1. (6) Given the reactants [CH2:1]([N:8]([CH2:20][C:21]1[CH:26]=[CH:25][CH:24]=[C:23]([O:27][CH3:28])[CH:22]=1)[CH2:9][C:10]([C:12]1[CH:17]=[CH:16][C:15]([O:18][CH3:19])=[CH:14][CH:13]=1)=[O:11])[C:2]1[CH:7]=[CH:6][CH:5]=[CH:4][CH:3]=1.[BH4-].[Na+].O, predict the reaction product. The product is: [CH2:1]([N:8]([CH2:20][C:21]1[CH:26]=[CH:25][CH:24]=[C:23]([O:27][CH3:28])[CH:22]=1)[CH2:9][CH:10]([C:12]1[CH:17]=[CH:16][C:15]([O:18][CH3:19])=[CH:14][CH:13]=1)[OH:11])[C:2]1[CH:3]=[CH:4][CH:5]=[CH:6][CH:7]=1.